From a dataset of Full USPTO retrosynthesis dataset with 1.9M reactions from patents (1976-2016). Predict the reactants needed to synthesize the given product. (1) Given the product [CH2:3]([NH:10][CH2:11][C:12]1[CH:21]=[CH:20][C:19]2[C:14](=[CH:15][CH:16]=[C:17]([O:22][CH3:23])[CH:18]=2)[CH:13]=1)[C:4]1[CH:5]=[CH:6][CH:7]=[CH:8][CH:9]=1, predict the reactants needed to synthesize it. The reactants are: [BH4-].[Na+].[CH2:3]([N:10]=[CH:11][C:12]1[CH:21]=[CH:20][C:19]2[C:14](=[CH:15][CH:16]=[C:17]([O:22][CH3:23])[CH:18]=2)[CH:13]=1)[C:4]1[CH:9]=[CH:8][CH:7]=[CH:6][CH:5]=1. (2) Given the product [Cl:1][C:2]1[C:11]2[C:6](=[CH:7][C:8]([O:12][CH2:14][CH2:15][N:16]([CH3:18])[CH3:17])=[CH:9][CH:10]=2)[CH:5]=[CH:4][N:3]=1, predict the reactants needed to synthesize it. The reactants are: [Cl:1][C:2]1[C:11]2[C:6](=[CH:7][C:8]([OH:12])=[CH:9][CH:10]=2)[CH:5]=[CH:4][N:3]=1.Cl[CH2:14][CH2:15][N:16]([CH3:18])[CH3:17].C(=O)([O-])[O-].[Cs+].[Cs+]. (3) Given the product [N+:1]([C:4]1[CH:9]=[CH:8][C:7]([C:10]2[NH:11][C:12]([C:15]3[CH:23]=[CH:22][C:18]([C:19]([O:26][CH3:25])=[O:20])=[CH:17][CH:16]=3)=[CH:13][N:14]=2)=[CH:6][CH:5]=1)([O-:3])=[O:2], predict the reactants needed to synthesize it. The reactants are: [N+:1]([C:4]1[CH:9]=[CH:8][C:7]([C:10]2[NH:11][C:12]([C:15]3[CH:23]=[CH:22][C:18]([C:19](N)=[O:20])=[CH:17][CH:16]=3)=[CH:13][N:14]=2)=[CH:6][CH:5]=1)([O-:3])=[O:2].Cl.[CH3:25][OH:26].